This data is from HIV replication inhibition screening data with 41,000+ compounds from the AIDS Antiviral Screen. The task is: Binary Classification. Given a drug SMILES string, predict its activity (active/inactive) in a high-throughput screening assay against a specified biological target. The drug is COc1cc2c(cc1O)C(Cc1ccc(Oc3cc(CC4c5cc(OC)c(OC)cc5CCN4C)ccc3OC)cc1)N(C)CC2. The result is 0 (inactive).